Dataset: Reaction yield outcomes from USPTO patents with 853,638 reactions. Task: Predict the reaction yield, written as a fraction of the theoretical maximum amount of product (1.0 means a 100% yield; for example, 0.34 means a 34% yield). (1) The product is [Br:3][C:4]1[CH:13]=[CH:12][C:7]([C:8]([OH:10])=[O:9])=[CH:6][C:5]=1[C:14]([O:16][CH3:17])=[O:15]. The catalyst is CO. The yield is 0.265. The reactants are [OH-].[Na+].[Br:3][C:4]1[CH:13]=[CH:12][C:7]([C:8]([O:10]C)=[O:9])=[CH:6][C:5]=1[C:14]([O:16][CH3:17])=[O:15]. (2) The reactants are Cl[C:2]1[N:3]=[C:4]2[C:9](=[CH:10][CH:11]=1)[N:8]=[CH:7][C:6]([C:12](=[O:14])[CH3:13])=[C:5]2[NH:15][CH:16]1[CH2:21][CH2:20][N:19]([CH3:22])[CH2:18][CH2:17]1.[Cl:23][C:24]1[CH:29]=[C:28](B2OC(C)(C)C(C)(C)O2)[CH:27]=[C:26]([Cl:39])[C:25]=1[OH:40]. No catalyst specified. The product is [Cl:23][C:24]1[CH:29]=[C:28]([C:2]2[N:3]=[C:4]3[C:9](=[CH:10][CH:11]=2)[N:8]=[CH:7][C:6]([C:12](=[O:14])[CH3:13])=[C:5]3[NH:15][CH:16]2[CH2:21][CH2:20][N:19]([CH3:22])[CH2:18][CH2:17]2)[CH:27]=[C:26]([Cl:39])[C:25]=1[OH:40]. The yield is 0.530. (3) The reactants are [CH3:1][O:2][C:3](=[O:17])[CH:4]([C:6]1C=CC2C(=CC=C(O)C=2)C=1)C.[C:18]([O-])([O-])=[O:19].[K+].[K+].[I-].[Na+].Br[CH2:27][CH2:28][CH2:29][CH2:30][CH2:31][C:32]([O:34][CH3:35])=[O:33]. The catalyst is CC(C)=O. The product is [CH3:35][O:34][C:32](=[O:33])[C:31]1[CH:30]=[CH:29][CH:28]=[CH:27][C:18]=1[O:19][CH:4]([C:3]([O:2][CH3:1])=[O:17])[CH3:6]. The yield is 0.556.